From a dataset of Experimentally validated miRNA-target interactions with 360,000+ pairs, plus equal number of negative samples. Binary Classification. Given a miRNA mature sequence and a target amino acid sequence, predict their likelihood of interaction. (1) The miRNA is hsa-miR-6833-3p with sequence UUUCUCUCUCCACUUCCUCAG. The protein sequence of the target gene is MVGKLKQNLLLACLVISSVTVFYLGQHAMECHHRIEERSQPARLENPKATVRAGLDIKANKTFTYHKDMPLIFIGGVPRSGTTLMRAMLDAHPDIRCGEETRVIPRILALKQMWSRSSKEKIRLDEAGVTDEVLDSAMQAFLLEVIVKHGEPAPYLCNKDPFALKSLTYLARLFPNAKFLLMVRDGRASVHSMISRKVTIAGFDLNSYRDCLTKWNRAIETMYNQCMEVGYKKCMLVHYEQLVLHPERWMRTLLKFLHIPWNHSVLHHEEMIGKAGGVSLSKVERSTDQVIKPVNVGALS.... Result: 0 (no interaction). (2) The miRNA is hsa-miR-6891-5p with sequence UAAGGAGGGGGAUGAGGGG. The protein sequence of the target gene is MAVAVAMAGALIGSEPGPAEELAKLEYLSLVSKVCTELDNHLGINDKDLAEFVISLAEKNTTFDTFKASLVKNGAEFTDSLISNLLRLIQTMRPPAKPSTSKDPVVKPKTEKEKLKELFPVLCQPDNPSVRTMLDEDDVKVAVDVLKELEALMPSAAGQEKQRDAEHRDRTKKKKRSRSRDRNRDRDRDRERNRDRDHKRRHRSRSRSRSRTRERNKVKSRYRSRSRSQSPPKDRKDRDKYGERNLDRWRDKHVDRPPPEEPTIGDIYNGKVTSIMQFGCFVQLEGLRKRWEGLVHISEL.... Result: 0 (no interaction). (3) The miRNA is hsa-miR-103b with sequence UCAUAGCCCUGUACAAUGCUGCU. The protein sequence of the target gene is MAVFLQLLPLLLSRAQGNPGASLDGRPGDRVNLSCGGVSHPIRWVWAPSFPACKGLSKGRRPILWASSSGTPTVPPLQPFVGRLRSLDSGIRRLELLLSAGDSGTFFCKGRHEDESRTVLHVLGDRTYCKAPGPTHGSVYPQLLIPLLGAGLVLGLGALGLVWWLHRRLPPQPIRPLPRFAPLVKTEPQRPVKEEEPKIPGDLDQEPSLLYADLDHLALSRPRRLSTADPADASTIYAVVV. Result: 0 (no interaction). (4) The miRNA is hsa-miR-548h-3p with sequence CAAAAACCGCAAUUACUUUUGCA. The protein sequence of the target gene is MGKAENYELYSVELGPGPGGDMAAKMSKKKKAGGGGGKRKEKLENMKKEMEINDHQLSVAELEQKYQTSATKGLSASLAAELLLRDGPNALRPPRGTPEYVKFARQLAGGLQCLMWVAAAICLIAFAIQASEGDLTTDDNLYLAIALIAVVVVTGCFGYYQEFKSTNIIASFKNLVPQQATVIRDGDKFQINADQLVVGDLVEMKGGDRVPADIRILAAQGCKVDNSSLTGESEPQTRSPECTHESPLETRNIAFFSTMCLEGTVQGLVVNTGDRTIIGRIASLASGVENEKTPIAIEIE.... Result: 0 (no interaction). (5) The miRNA is mmu-miR-101a-3p with sequence UACAGUACUGUGAUAACUGAA. The protein sequence of the target gene is MAGDRNRHCELEQEKYDTHENVKIICLGDSAVGKSKLMERFLMDGFQPQQLSTYALTLYKHTATVDGKTILVDFWDTAGQERFQSMHASYYHKAHACIMVFDVQRKITYKNLGTWYAELREFRPEIPCILVANKIDADIQMTQKNFSFAKKFSLPLYFVSAADGTNVVKLFNDAIRLAVAYKESSQDFMDEVLQELENFKLEQKEEDTSGQEQSDTTKSPSPS. Result: 0 (no interaction). (6) The miRNA is mmu-miR-3971 with sequence CUCCCCACCCCUGUACCAGUGA. The protein sequence of the target gene is MMTAKAVDKIPVTLSGFMHQLPDSLYPVEDLAASSVTIFPNGELGGPFDQMNGVAGDGMINIDMTGEKRPLDLPYPSSFAPISAPRNQTFTYMGKFSIDPQYPGASCYPEGIINIVSAGILQGVTPPASTTASSSVTSASPNPLATGPLGVCTMSQTQPELDHLYSPPPPPPPYSGCTGDLYQDPSAFLSPPSTTSTSSLAYQPPPSYPSPKPAMDPGLIPMIPDYPGFFPSPCQRDPHGAAGPDRKPFPCPLDSLRVPPPLTPLSTIRNFTLGGPGAGVTGPGASGGGEGPRLPGSGSA.... Result: 1 (interaction). (7) Result: 0 (no interaction). The miRNA is hsa-miR-642b-5p with sequence GGUUCCCUCUCCAAAUGUGUCU. The protein sequence of the target gene is MAHLMMFRDVAVDFSQEEWECLDLEQRDLYRDVMLENYSNMVSLGFCIYQPEAFSLLEKGKEPWKILRDETRGPCPDMQSRCQTKKLLPKNGIFEREIAQLEIMRICKNHSLDCLCFRGDWEGNTQFQTLQDNQEECFKQVIRTCEKRPTFNQHTVFNLHQRLNTGDKLNEFKELGKAFISGSDHTQHQLIHTSEKFCGDKECGNTFLPDSEVIQYQTVHTVKKTYECKECGKSFSLRSSLTGHKRIHTGEKPFKCKDCGKAFRFHSQLSVHKRIHTGEKSYECKECGKAFSCGSDLTRH....